From a dataset of Catalyst prediction with 721,799 reactions and 888 catalyst types from USPTO. Predict which catalyst facilitates the given reaction. (1) Reactant: [S:1]1[C:5]2[CH:6]=[CH:7][CH:8]=[CH:9][C:4]=2[CH:3]=[C:2]1[C:10]([NH:12][C@H:13]([C:18]([NH:20][CH2:21][C@H:22]1[C@@H:26]([OH:27])[CH2:25][N:24](C(OC(C)(C)C)=O)[CH2:23]1)=[O:19])[CH2:14][CH:15]([CH3:17])[CH3:16])=[O:11].Cl.O1CCOCC1. Product: [OH:27][C@H:26]1[CH2:25][NH:24][CH2:23][C@H:22]1[CH2:21][NH:20][C:18]([C@@H:13]([NH:12][C:10]([C:2]1[S:1][C:5]2[CH:6]=[CH:7][CH:8]=[CH:9][C:4]=2[CH:3]=1)=[O:11])[CH2:14][CH:15]([CH3:17])[CH3:16])=[O:19]. The catalyst class is: 61. (2) Reactant: [C:1]1([S:7]([N:10]2[C:18]3[C:13](=[C:14]([O:19][CH2:20][CH2:21][N:22]=[N+]=[N-])[CH:15]=[CH:16][CH:17]=3)[CH:12]=[CH:11]2)(=[O:9])=[O:8])[CH:6]=[CH:5][CH:4]=[CH:3][CH:2]=1.C1(P(C2C=CC=CC=2)C2C=CC=CC=2)C=CC=CC=1. Product: [C:1]1([S:7]([N:10]2[C:18]3[C:13](=[C:14]([O:19][CH2:20][CH2:21][NH2:22])[CH:15]=[CH:16][CH:17]=3)[CH:12]=[CH:11]2)(=[O:9])=[O:8])[CH:2]=[CH:3][CH:4]=[CH:5][CH:6]=1. The catalyst class is: 30.